Dataset: Reaction yield outcomes from USPTO patents with 853,638 reactions. Task: Predict the reaction yield, written as a fraction of the theoretical maximum amount of product (1.0 means a 100% yield; for example, 0.34 means a 34% yield). (1) The reactants are [CH2:1]([O:8][C:9]1[N:10]=[N:11][C:12]([C:23]#[C:24][C:25]2[CH:30]=[CH:29][CH:28]=[CH:27][CH:26]=2)=[CH:13][C:14]=1[O:15][CH2:16][C:17]1[CH:22]=[CH:21][CH:20]=[CH:19][CH:18]=1)[C:2]1[CH:7]=[CH:6][CH:5]=[CH:4][CH:3]=1.C(OC1N=NC(Cl)=CC=1OCC1C=CC=CC=1)C1C=CC=CC=1.C(C1C=CC=CC=1[C:62]([F:65])([F:64])[F:63])#C. No catalyst specified. The product is [CH2:1]([O:8][C:9]1[N:10]=[N:11][C:12]([C:23]#[C:24][C:25]2[CH:30]=[CH:29][CH:28]=[CH:27][C:26]=2[C:62]([F:65])([F:64])[F:63])=[CH:13][C:14]=1[O:15][CH2:16][C:17]1[CH:18]=[CH:19][CH:20]=[CH:21][CH:22]=1)[C:2]1[CH:3]=[CH:4][CH:5]=[CH:6][CH:7]=1. The yield is 1.00. (2) The reactants are [CH3:1][N:2]1[C:6](/[CH:7]=[CH:8]/[C:9]([O:11]CC2C=CC=CC=2)=[O:10])=[N:5][C:4]([N:19]2[CH2:23][CH2:22][CH2:21][CH2:20]2)=[N:3]1. The catalyst is [Pd].O1CCOCC1. The product is [CH3:1][N:2]1[C:6]([CH2:7][CH2:8][C:9]([OH:11])=[O:10])=[N:5][C:4]([N:19]2[CH2:23][CH2:22][CH2:21][CH2:20]2)=[N:3]1. The yield is 0.967. (3) The reactants are [Cl:1][C:2]1[C:10]([N+:11]([O-:13])=[O:12])=[CH:9][C:5]([C:6]([OH:8])=[O:7])=[CH:4][C:3]=1[N+:14]([O-:16])=[O:15].OS(O)(=O)=O.[CH3:22]O. No catalyst specified. The product is [CH3:22][O:7][C:6](=[O:8])[C:5]1[CH:4]=[C:3]([N+:14]([O-:16])=[O:15])[C:2]([Cl:1])=[C:10]([N+:11]([O-:13])=[O:12])[CH:9]=1. The yield is 1.00. (4) The reactants are [CH:1]([NH:4][CH2:5][C:6]1[CH:7]=[C:8]([C:12]2[CH:17]=[C:16]([N+:18]([O-])=O)[CH:15]=[CH:14][C:13]=2[O:21][CH3:22])[CH:9]=[CH:10][CH:11]=1)([CH3:3])[CH3:2]. The catalyst is CO.C1COCC1.[Pd]. The product is [CH:1]([NH:4][CH2:5][C:6]1[CH:7]=[C:8]([C:12]2[CH:17]=[C:16]([CH:15]=[CH:14][C:13]=2[O:21][CH3:22])[NH2:18])[CH:9]=[CH:10][CH:11]=1)([CH3:3])[CH3:2]. The yield is 0.960. (5) The reactants are [CH3:1][O:2][C:3]1[CH:4]=[C:5]2[C:10](=[CH:11][C:12]=1[OH:13])[N:9]=[CH:8][CH:7]=[C:6]2[O:14][C:15]1[C:16]([C:23]2[CH:28]=[CH:27][C:26]([CH3:29])=[CH:25][N:24]=2)=[N:17][C:18]([CH3:22])=[C:19]([CH3:21])[CH:20]=1.C(=O)([O-])[O-].[K+].[K+].[CH2:36]([CH:38]1[O:40][CH2:39]1)Br. The catalyst is CN(C)C=O. The product is [CH3:1][O:2][C:3]1[CH:4]=[C:5]2[C:10](=[CH:11][C:12]=1[O:13][CH2:36][CH:38]1[CH2:39][O:40]1)[N:9]=[CH:8][CH:7]=[C:6]2[O:14][C:15]1[C:16]([C:23]2[CH:28]=[CH:27][C:26]([CH3:29])=[CH:25][N:24]=2)=[N:17][C:18]([CH3:22])=[C:19]([CH3:21])[CH:20]=1. The yield is 1.00. (6) The product is [Br:28][C:29]1[CH:30]=[C:31]([C:35]2([NH:38][C:2]3[N:7]=[C:6]([O:8][CH2:9][C:10]([F:13])([F:12])[F:11])[N:5]=[C:4]([NH:14][C:15]4[CH:27]=[CH:26][C:18]([C:19]([O:21][C:22]([CH3:25])([CH3:24])[CH3:23])=[O:20])=[CH:17][CH:16]=4)[N:3]=3)[CH2:36][CH2:37]2)[CH:32]=[CH:33][CH:34]=1. The catalyst is C1COCC1. The yield is 0.350. The reactants are Cl[C:2]1[N:7]=[C:6]([O:8][CH2:9][C:10]([F:13])([F:12])[F:11])[N:5]=[C:4]([NH:14][C:15]2[CH:27]=[CH:26][C:18]([C:19]([O:21][C:22]([CH3:25])([CH3:24])[CH3:23])=[O:20])=[CH:17][CH:16]=2)[N:3]=1.[Br:28][C:29]1[CH:30]=[C:31]([C:35]2([NH2:38])[CH2:37][CH2:36]2)[CH:32]=[CH:33][CH:34]=1.CCN(C(C)C)C(C)C. (7) The reactants are Cl.[CH:2]([N:5]1[CH2:10][CH2:9][N:8]([C:11]([C:13]2[CH:14]=[C:15]3[C:19](=[CH:20][CH:21]=2)[NH:18][C:17]([C:22](O)=[O:23])=[CH:16]3)=[O:12])[CH2:7][CH2:6]1)([CH3:4])[CH3:3].F[B-](F)(F)F.N1(OC(N(C)C)=[N+](C)C)C2C=CC=CC=2N=N1.[CH3:47][S:48]([N:51]1[CH2:56][CH2:55][NH:54][CH2:53][CH2:52]1)(=[O:50])=[O:49].C(N(CC)C(C)C)(C)C.[Cl-].[NH4+]. The catalyst is CN(C)C=O. The product is [CH:2]([N:5]1[CH2:6][CH2:7][N:8]([C:11]([C:13]2[CH:14]=[C:15]3[C:19](=[CH:20][CH:21]=2)[NH:18][C:17]([C:22]([N:54]2[CH2:55][CH2:56][N:51]([S:48]([CH3:47])(=[O:50])=[O:49])[CH2:52][CH2:53]2)=[O:23])=[CH:16]3)=[O:12])[CH2:9][CH2:10]1)([CH3:4])[CH3:3]. The yield is 0.650.